This data is from Buchwald-Hartwig C-N cross coupling reaction yields with 55,370 reactions. The task is: Predict the reaction yield, written as a fraction of the theoretical maximum amount of product (1.0 means a 100% yield; for example, 0.34 means a 34% yield). (1) The reactants are COc1ccc(Cl)cc1.Cc1ccc(N)cc1.O=S(=O)(O[Pd]1c2ccccc2-c2ccccc2N~1)C(F)(F)F.COc1ccc(OC)c(P(C(C)(C)C)C(C)(C)C)c1-c1c(C(C)C)cc(C(C)C)cc1C(C)C.CN(C)C(=NC(C)(C)C)N(C)C.c1ccc(-c2ccon2)cc1. No catalyst specified. The product is COc1ccc(Nc2ccc(C)cc2)cc1. The yield is 0.00682. (2) The reactants are Brc1cccnc1.Cc1ccc(N)cc1.O=S(=O)(O[Pd]1c2ccccc2-c2ccccc2N~1)C(F)(F)F.COc1ccc(OC)c(P([C@]23C[C@H]4C[C@H](C[C@H](C4)C2)C3)[C@]23C[C@H]4C[C@H](C[C@H](C4)C2)C3)c1-c1c(C(C)C)cc(C(C)C)cc1C(C)C.CN(C)C(=NC(C)(C)C)N(C)C.c1ccc2oncc2c1. No catalyst specified. The product is Cc1ccc(Nc2cccnc2)cc1. The yield is 0.406. (3) The reactants are COc1ccc(Br)cc1.Cc1ccc(N)cc1.O=S(=O)(O[Pd]1c2ccccc2-c2ccccc2N~1)C(F)(F)F.CC(C)c1cc(C(C)C)c(-c2ccccc2P(C(C)(C)C)C(C)(C)C)c(C(C)C)c1.CN(C)C(=NC(C)(C)C)N(C)C.CCOC(=O)c1cnoc1C. No catalyst specified. The product is COc1ccc(Nc2ccc(C)cc2)cc1. The yield is 0.0668. (4) The reactants are FC(F)(F)c1ccc(Br)cc1.Cc1ccc(N)cc1.O=S(=O)(O[Pd]1c2ccccc2-c2ccccc2N~1)C(F)(F)F.CC(C)c1cc(C(C)C)c(-c2ccccc2P(C(C)(C)C)C(C)(C)C)c(C(C)C)c1.CN(C)C(=NC(C)(C)C)N(C)C.Cc1ccno1. No catalyst specified. The product is Cc1ccc(Nc2ccc(C(F)(F)F)cc2)cc1. The yield is 0.323.